From a dataset of Forward reaction prediction with 1.9M reactions from USPTO patents (1976-2016). Predict the product of the given reaction. (1) Given the reactants C(OC(C1CC[N:9]([CH2:12][C:13]2[CH:18]=[CH:17][C:16]([C@@H:19]3[O:28][C:23]4=[N:24][CH:25]=[CH:26][CH:27]=[C:22]4[O:21][CH2:20]3)=[CH:15][CH:14]=2)[CH2:8]C1)=O)C.[O:29]=[S:30]1(=[O:37])[CH2:34][CH2:33][CH:32](NC)[CH2:31]1, predict the reaction product. The product is: [O:21]1[C:22]2[C:23](=[N:24][CH:25]=[CH:26][CH:27]=2)[O:28][C@@H:19]([C:16]2[CH:15]=[CH:14][C:13]([CH2:12][N:9]([CH:32]3[CH2:33][CH2:34][S:30](=[O:37])(=[O:29])[CH2:31]3)[CH3:8])=[CH:18][CH:17]=2)[CH2:20]1. (2) Given the reactants Br[C:2]1[C:10]2[C:5](=[N:6][CH:7]=[CH:8][C:9]=2[O:11][C:12]2[CH:17]=[CH:16][C:15]([O:18][C:19]3[CH:24]=[CH:23][CH:22]=[CH:21][CH:20]=3)=[CH:14][CH:13]=2)[N:4]([CH2:25][C:26]2[CH:31]=[CH:30][C:29]([O:32][CH3:33])=[CH:28][CH:27]=2)[N:3]=1.[NH2:34][C:35]1[CH:36]=[C:37](/[CH:41]=[C:42](\[C:50]#[N:51])/[C:43]([O:45][C:46]([CH3:49])([CH3:48])[CH3:47])=[O:44])[CH:38]=[CH:39][CH:40]=1.CC(C1C=C(C(C)C)C(C2C=CC=CC=2P(C2CCCCC2)C2CCCCC2)=C(C(C)C)C=1)C.[O-]P([O-])([O-])=O.[K+].[K+].[K+], predict the reaction product. The product is: [C:50](/[C:42](=[CH:41]\[C:37]1[CH:38]=[CH:39][CH:40]=[C:35]([NH:34][C:2]2[C:10]3[C:5](=[N:6][CH:7]=[CH:8][C:9]=3[O:11][C:12]3[CH:17]=[CH:16][C:15]([O:18][C:19]4[CH:24]=[CH:23][CH:22]=[CH:21][CH:20]=4)=[CH:14][CH:13]=3)[N:4]([CH2:25][C:26]3[CH:31]=[CH:30][C:29]([O:32][CH3:33])=[CH:28][CH:27]=3)[N:3]=2)[CH:36]=1)/[C:43]([O:45][C:46]([CH3:48])([CH3:47])[CH3:49])=[O:44])#[N:51]. (3) The product is: [CH:1]1([C:7]2([CH3:15])[N:11]([CH3:12])[C:10](=[O:13])[N:9]([CH2:23][C:24](=[O:25])[C:26]3[CH:31]=[CH:30][CH:29]=[CH:28][CH:27]=3)[C:8]2=[O:14])[CH2:6][CH2:5][CH2:4][CH:3]=[CH:2]1. Given the reactants [CH:1]1([C:7]2([CH3:15])[N:11]([CH3:12])[C:10](=[O:13])[NH:9][C:8]2=[O:14])[CH2:6][CH2:5][CH2:4][CH:3]=[CH:2]1.C(=O)([O-])[O-].[K+].[K+].Br[CH2:23][C:24]([C:26]1[CH:31]=[CH:30][CH:29]=[CH:28][CH:27]=1)=[O:25].C(Cl)Cl, predict the reaction product. (4) The product is: [I:20][C:2]1[CH:3]=[C:4]([NH:9][C:10]2[N:15]=[C:14]([C:16]([F:19])([F:18])[F:17])[CH:13]=[CH:12][N:11]=2)[CH:5]=[C:6]([CH3:8])[CH:7]=1. Given the reactants Br[C:2]1[CH:3]=[C:4]([NH:9][C:10]2[N:15]=[C:14]([C:16]([F:19])([F:18])[F:17])[CH:13]=[CH:12][N:11]=2)[CH:5]=[C:6]([CH3:8])[CH:7]=1.[I-:20].[Na+], predict the reaction product. (5) Given the reactants C1C=CC(P(C2C=CC=CC=2)C2C=CC=CC=2)=CC=1.[Br:20]Br.[CH3:22][Si:23]([CH3:31])([CH3:30])[CH2:24][CH2:25][C:26]#[C:27][CH2:28]O, predict the reaction product. The product is: [Br:20][CH2:28][C:27]#[C:26][CH2:25][CH2:24][Si:23]([CH3:31])([CH3:30])[CH3:22]. (6) Given the reactants Cl[C:2]1[C:3]([NH2:8])=[N:4][CH:5]=[CH:6][N:7]=1.[Cl:9][C:10]1[CH:11]=[C:12]([C@H:16]([NH:19][C:20]([C:22]2[CH:27]=[CH:26][C:25](B(O)O)=[CH:24][C:23]=2[F:31])=[O:21])[CH2:17][OH:18])[CH:13]=[CH:14][CH:15]=1.C([O-])([O-])=O.[Na+].[Na+].S([O-])([O-])(=O)=O.[Na+].[Na+], predict the reaction product. The product is: [NH2:8][C:3]1[C:2]([C:25]2[CH:26]=[CH:27][C:22]([C:20]([NH:19][C@@H:16]([C:12]3[CH:13]=[CH:14][CH:15]=[C:10]([Cl:9])[CH:11]=3)[CH2:17][OH:18])=[O:21])=[C:23]([F:31])[CH:24]=2)=[N:7][CH:6]=[CH:5][N:4]=1. (7) Given the reactants [N:1]1([CH2:7][C:8]2[NH:9][C:10]3[CH:16]=[CH:15][CH:14]=[CH:13][C:11]=3[N:12]=2)[CH2:6][CH2:5][CH2:4][CH2:3][CH2:2]1.C([O-])([O-])=O.[K+].[K+].[CH3:23][C:24]1[CH:33]=[CH:32][CH:31]=[C:30]([CH3:34])[C:25]=1[O:26][CH2:27][CH2:28]Br, predict the reaction product. The product is: [CH3:23][C:24]1[CH:33]=[CH:32][CH:31]=[C:30]([CH3:34])[C:25]=1[O:26][CH2:27][CH2:28][N:12]1[C:11]2[CH:13]=[CH:14][CH:15]=[CH:16][C:10]=2[N:9]=[C:8]1[CH2:7][N:1]1[CH2:6][CH2:5][CH2:4][CH2:3][CH2:2]1. (8) Given the reactants [NH:1]1[CH:5]=[C:4]([C:6]2[C:7]3[CH:14]=[CH:13][N:12](COCC[Si](C)(C)C)[C:8]=3[N:9]=[CH:10][N:11]=2)[CH:3]=[N:2]1.[CH:23]1([C:28]#[C:29][C:30]#[N:31])[CH2:27][CH2:26][CH2:25][CH2:24]1.C(=O)([O-])[O-].[K+].[K+], predict the reaction product. The product is: [CH:23]1(/[C:28](/[N:2]2[CH:3]=[C:4]([C:6]3[C:7]4[CH:14]=[CH:13][NH:12][C:8]=4[N:9]=[CH:10][N:11]=3)[CH:5]=[N:1]2)=[CH:29]/[C:30]#[N:31])[CH2:27][CH2:26][CH2:25][CH2:24]1. (9) Given the reactants C(O)(C(F)(F)F)=O.[F:8][C:9]1([F:45])[CH2:11][CH:10]1[C:12]([NH:14][C:15]1[CH:23]=[C:22]2[C:18]([C:19]([C:30]3[NH:34][C:33]4[CH:35]=[CH:36][C:37]([N:39]5[CH2:44][CH2:43][O:42][CH2:41][CH2:40]5)=[CH:38][C:32]=4[N:31]=3)=[N:20][N:21]2C2CCCCO2)=[CH:17][CH:16]=1)=[O:13], predict the reaction product. The product is: [F:45][C:9]1([F:8])[CH2:11][CH:10]1[C:12]([NH:14][C:15]1[CH:23]=[C:22]2[C:18]([C:19]([C:30]3[NH:31][C:32]4[CH:38]=[C:37]([N:39]5[CH2:44][CH2:43][O:42][CH2:41][CH2:40]5)[CH:36]=[CH:35][C:33]=4[N:34]=3)=[N:20][NH:21]2)=[CH:17][CH:16]=1)=[O:13]. (10) Given the reactants [CH2:1]([O:3][C:4](=[O:18])[NH:5][C:6]1[CH:7]=[C:8]2[CH2:16][CH2:15][CH2:14][CH2:13][CH:12]([OH:17])[C:9]2=[N:10][CH:11]=1)[CH3:2].[O:19]1[CH:24]=[CH:23][CH2:22][CH2:21][CH2:20]1.C1(C)C=CC(S(O)(=O)=O)=CC=1, predict the reaction product. The product is: [CH2:1]([O:3][C:4](=[O:18])[NH:5][C:6]1[CH:7]=[C:8]2[CH2:16][CH2:15][CH2:14][CH2:13][CH:12]([O:17][CH:20]3[CH2:21][CH2:22][CH2:23][CH2:24][O:19]3)[C:9]2=[N:10][CH:11]=1)[CH3:2].